Task: Regression. Given two drug SMILES strings and cell line genomic features, predict the synergy score measuring deviation from expected non-interaction effect.. Dataset: NCI-60 drug combinations with 297,098 pairs across 59 cell lines (1) Drug 1: CCCS(=O)(=O)NC1=C(C(=C(C=C1)F)C(=O)C2=CNC3=C2C=C(C=N3)C4=CC=C(C=C4)Cl)F. Drug 2: C#CCC(CC1=CN=C2C(=N1)C(=NC(=N2)N)N)C3=CC=C(C=C3)C(=O)NC(CCC(=O)O)C(=O)O. Cell line: MALME-3M. Synergy scores: CSS=49.0, Synergy_ZIP=3.40, Synergy_Bliss=2.65, Synergy_Loewe=3.29, Synergy_HSA=3.42. (2) Drug 1: CC12CCC(CC1=CCC3C2CCC4(C3CC=C4C5=CN=CC=C5)C)O. Drug 2: CCN(CC)CCNC(=O)C1=C(NC(=C1C)C=C2C3=C(C=CC(=C3)F)NC2=O)C. Cell line: CCRF-CEM. Synergy scores: CSS=10.5, Synergy_ZIP=-0.785, Synergy_Bliss=5.61, Synergy_Loewe=3.12, Synergy_HSA=3.03. (3) Drug 1: CC1=C(N=C(N=C1N)C(CC(=O)N)NCC(C(=O)N)N)C(=O)NC(C(C2=CN=CN2)OC3C(C(C(C(O3)CO)O)O)OC4C(C(C(C(O4)CO)O)OC(=O)N)O)C(=O)NC(C)C(C(C)C(=O)NC(C(C)O)C(=O)NCCC5=NC(=CS5)C6=NC(=CS6)C(=O)NCCC[S+](C)C)O. Drug 2: CC1=C(C(=O)C2=C(C1=O)N3CC4C(C3(C2COC(=O)N)OC)N4)N. Cell line: OVCAR-5. Synergy scores: CSS=30.4, Synergy_ZIP=-11.2, Synergy_Bliss=-3.17, Synergy_Loewe=-1.14, Synergy_HSA=1.59. (4) Drug 1: CC12CCC(CC1=CCC3C2CCC4(C3CC=C4C5=CN=CC=C5)C)O. Drug 2: CNC(=O)C1=NC=CC(=C1)OC2=CC=C(C=C2)NC(=O)NC3=CC(=C(C=C3)Cl)C(F)(F)F. Cell line: NCI-H322M. Synergy scores: CSS=9.92, Synergy_ZIP=-7.34, Synergy_Bliss=-8.37, Synergy_Loewe=-16.5, Synergy_HSA=-10.1. (5) Drug 2: CC1=C(N=C(N=C1N)C(CC(=O)N)NCC(C(=O)N)N)C(=O)NC(C(C2=CN=CN2)OC3C(C(C(C(O3)CO)O)O)OC4C(C(C(C(O4)CO)O)OC(=O)N)O)C(=O)NC(C)C(C(C)C(=O)NC(C(C)O)C(=O)NCCC5=NC(=CS5)C6=NC(=CS6)C(=O)NCCC[S+](C)C)O. Synergy scores: CSS=18.4, Synergy_ZIP=-5.98, Synergy_Bliss=1.96, Synergy_Loewe=-10.1, Synergy_HSA=1.23. Cell line: HOP-92. Drug 1: C1CN1P(=S)(N2CC2)N3CC3.